From a dataset of Catalyst prediction with 721,799 reactions and 888 catalyst types from USPTO. Predict which catalyst facilitates the given reaction. (1) Reactant: C([O:5][C:6]([CH:8]1[C:13]([OH:15])([CH3:14])[CH2:12][CH2:11][CH2:10][N:9]1[S:16]([C:19]1[CH:24]=[CH:23][C:22]([O:25][CH2:26][C:27]2[CH:32]=[CH:31][C:30]([F:33])=[CH:29][CH:28]=2)=[CH:21][CH:20]=1)(=[O:18])=[O:17])=[O:7])(C)(C)C. Product: [F:33][C:30]1[CH:29]=[CH:28][C:27]([CH2:26][O:25][C:22]2[CH:21]=[CH:20][C:19]([S:16]([N:9]3[CH2:10][CH2:11][CH2:12][C:13]([OH:15])([CH3:14])[CH:8]3[C:6]([OH:7])=[O:5])(=[O:17])=[O:18])=[CH:24][CH:23]=2)=[CH:32][CH:31]=1. The catalyst class is: 617. (2) Reactant: [N+:1]([C:4]1[CH:9]=[CH:8][C:7](B(O)O)=[CH:6][CH:5]=1)([O-:3])=[O:2].[C:13]([O:17][C:18]([N:20]1[CH2:25][CH:24]=[C:23](C2C=CC(N)=CC=2)[CH2:22][CH2:21]1)=[O:19])([CH3:16])([CH3:15])[CH3:14]. Product: [C:13]([O:17][C:18]([N:20]1[CH2:21][CH:22]=[C:23]([C:7]2[CH:8]=[CH:9][C:4]([N+:1]([O-:3])=[O:2])=[CH:5][CH:6]=2)[CH2:24][CH2:25]1)=[O:19])([CH3:16])([CH3:14])[CH3:15]. The catalyst class is: 25. (3) Reactant: Cl[CH2:2][C:3]1[CH:21]=[CH:20][C:6]([O:7][CH2:8][C:9]2[N:10]=[C:11]([C:15]3[O:16][CH:17]=[CH:18][CH:19]=3)[O:12][C:13]=2[CH3:14])=[C:5]([O:22][CH3:23])[CH:4]=1.[OH:24][C:25]1[C:29]([CH2:30][CH2:31][P:32](=[O:39])([O:36][CH2:37][CH3:38])[O:33][CH2:34][CH3:35])=[CH:28][N:27]([C:40]2[CH:45]=[CH:44][CH:43]=[CH:42][CH:41]=2)[N:26]=1.CN(C)C=O.[H-].[Na+]. Product: [O:16]1[CH:17]=[CH:18][CH:19]=[C:15]1[C:11]1[O:12][C:13]([CH3:14])=[C:9]([CH2:8][O:7][C:6]2[CH:20]=[CH:21][C:3]([CH2:2][O:24][C:25]3[C:29]([CH2:30][CH2:31][P:32](=[O:39])([O:33][CH2:34][CH3:35])[O:36][CH2:37][CH3:38])=[CH:28][N:27]([C:40]4[CH:45]=[CH:44][CH:43]=[CH:42][CH:41]=4)[N:26]=3)=[CH:4][C:5]=2[O:22][CH3:23])[N:10]=1. The catalyst class is: 6. (4) Reactant: [CH2:1]([O:8][CH2:9][CH2:10][CH2:11][C:12]([OH:14])=O)[C:2]1[CH:7]=[CH:6][CH:5]=[CH:4][CH:3]=1.[CH2:15]([NH2:18])[C:16]#[CH:17].C(N(C(C)C)CC)(C)C.OC1C2N=NNC=2C=CC=1.C(Cl)CCl. Product: [CH2:1]([O:8][CH2:9][CH2:10][CH2:11][C:12]([NH:18][CH2:15][C:16]#[CH:17])=[O:14])[C:2]1[CH:3]=[CH:4][CH:5]=[CH:6][CH:7]=1. The catalyst class is: 3. (5) Reactant: [N:1]([C:4]1[CH:11]=[CH:10][C:7]([C:8]#[N:9])=[C:6]([C:12]([F:15])([F:14])[F:13])[CH:5]=1)=[C:2]=[S:3].[CH3:16][C:17]([NH:21][C:22]1[CH:27]=[CH:26][CH:25]=[CH:24][CH:23]=1)([CH3:20])[C:18]#N.C[OH:29].Cl. Product: [C:22]1([N:21]2[C:17]([CH3:16])([CH3:20])[C:18](=[O:29])[N:1]([C:4]3[CH:11]=[CH:10][C:7]([C:8]#[N:9])=[C:6]([C:12]([F:13])([F:15])[F:14])[CH:5]=3)[C:2]2=[S:3])[CH:27]=[CH:26][CH:25]=[CH:24][CH:23]=1. The catalyst class is: 18. (6) Reactant: [Br:1][C:2]1[CH:3]=[CH:4][C:5]([NH:8][C:9](=[O:20])[C:10]2[CH:15]=[CH:14][CH:13]=[C:12]([OH:16])[C:11]=2[N+:17]([O-])=O)=[N:6][CH:7]=1.[Cl-].[NH4+]. Product: [NH2:17][C:11]1[C:12]([OH:16])=[CH:13][CH:14]=[CH:15][C:10]=1[C:9]([NH:8][C:5]1[CH:4]=[CH:3][C:2]([Br:1])=[CH:7][N:6]=1)=[O:20]. The catalyst class is: 40.